Dataset: Catalyst prediction with 721,799 reactions and 888 catalyst types from USPTO. Task: Predict which catalyst facilitates the given reaction. Reactant: [OH:1][C:2]1[CH:3]=[C:4]([CH2:9][CH2:10][C:11]([NH:13][C:14]2[CH:23]=[CH:22][C:17]([C:18](OC)=[O:19])=[CH:16][CH:15]=2)=[O:12])[CH:5]=[CH:6][C:7]=1[OH:8].O.[NH2:25][NH2:26]. Product: [OH:1][C:2]1[CH:3]=[C:4]([CH2:9][CH2:10][C:11]([NH:13][C:14]2[CH:23]=[CH:22][C:17]([C:18]([NH:25][NH2:26])=[O:19])=[CH:16][CH:15]=2)=[O:12])[CH:5]=[CH:6][C:7]=1[OH:8]. The catalyst class is: 14.